This data is from Full USPTO retrosynthesis dataset with 1.9M reactions from patents (1976-2016). The task is: Predict the reactants needed to synthesize the given product. (1) Given the product [CH3:11][C:8]1[CH:7]=[C:3]([C:4]([OH:6])=[O:5])[C:2]([C:19]2[CH:18]=[CH:17][CH:16]=[C:15]([C:12]([OH:14])=[O:13])[CH:20]=2)=[CH:10][CH:9]=1, predict the reactants needed to synthesize it. The reactants are: Br[C:2]1[CH:10]=[CH:9][C:8]([CH3:11])=[CH:7][C:3]=1[C:4]([OH:6])=[O:5].[C:12]([C:15]1[CH:16]=[C:17](B(O)O)[CH:18]=[CH:19][CH:20]=1)([OH:14])=[O:13].C([O-])([O-])=O.[Na+].[Na+]. (2) Given the product [C:18]([C:21]1[S:25][C:24]([N:26]2[CH2:30][CH2:29][N:28]([CH2:34][CH2:35][CH2:36][C:37]([F:40])([F:39])[F:38])[C:27]2=[O:31])=[N:23][C:22]=1[CH3:32])(=[O:20])[CH3:19], predict the reactants needed to synthesize it. The reactants are: CC1N=C(N2C(=O)NN=C2)SC=1C(OCC)=O.[C:18]([C:21]1[S:25][C:24]([N:26]2[CH2:30][CH2:29][NH:28][C:27]2=[O:31])=[N:23][C:22]=1[CH3:32])(=[O:20])[CH3:19].Br[CH2:34][CH2:35][CH2:36][C:37]([F:40])([F:39])[F:38]. (3) Given the product [O:3]1[C:8]2=[CH:9][CH:10]=[CH:11][C:7]2=[CH:6][C:5]([CH:12]2[CH2:17][CH2:16][CH2:15][CH2:14][N:13]2[CH2:18][CH2:19][C@H:20]2[CH2:21][CH2:22][C@H:23]([NH:26][S:33]([C:30]3[CH:31]=[CH:32][C:27]([CH3:37])=[CH:28][CH:29]=3)(=[O:35])=[O:34])[CH2:24][CH2:25]2)=[CH:4]1, predict the reactants needed to synthesize it. The reactants are: Cl.Cl.[O:3]1[C:8]2=[CH:9][CH:10]=[CH:11][C:7]2=[CH:6][C:5]([CH:12]2[CH2:17][CH2:16][CH2:15][CH2:14][N:13]2[CH2:18][CH2:19][C@H:20]2[CH2:25][CH2:24][C@H:23]([NH2:26])[CH2:22][CH2:21]2)=[CH:4]1.[C:27]1([CH3:37])[CH:32]=[CH:31][C:30]([S:33](Cl)(=[O:35])=[O:34])=[CH:29][CH:28]=1. (4) Given the product [Na:1].[CH:19]1([C:14]23[O:15][CH2:16][C:11]([CH2:10][O:9][C:8]4[CH:7]=[CH:6][N:5]=[C:4]([CH2:20][S:21]([C:23]5[NH:24][C:25]6[CH:31]=[CH:30][CH:29]=[CH:28][C:26]=6[N:27]=5)=[O:22])[C:3]=4[CH3:2])([CH2:12][O:13]2)[CH2:18][O:17]3)[CH2:33][CH2:32]1, predict the reactants needed to synthesize it. The reactants are: [Na:1].[CH3:2][C:3]1[C:4]([CH2:20][S:21]([C:23]2[NH:27][C:26]3[CH:28]=[CH:29][CH:30]=[CH:31][C:25]=3[N:24]=2)=[O:22])=[N:5][CH:6]=[CH:7][C:8]=1[O:9][CH2:10][C:11]12[CH2:18][O:17][C:14]([CH3:19])([O:15][CH2:16]1)[O:13][CH2:12]2.[CH:32]1(C23OCC(CO)(CO2)CO3)C[CH2:33]1. (5) Given the product [CH2:1]([O:3][C:4]([C:6]1[N:7]([C@H:12]2[CH2:16][C@H:15]([NH:30][C@@H:28]([C:18]3[C:27]4[C:22](=[CH:23][CH:24]=[CH:25][CH:26]=4)[CH:21]=[CH:20][CH:19]=3)[CH3:29])[CH:14]=[CH:13]2)[CH:8]=[N:9][C:10]=1[CH3:11])=[O:5])[CH3:2], predict the reactants needed to synthesize it. The reactants are: [CH2:1]([O:3][C:4]([C:6]1[N:7]([CH:12]2[CH2:16][CH:15](Cl)[CH:14]=[CH:13]2)[CH:8]=[N:9][C:10]=1[CH3:11])=[O:5])[CH3:2].[C:18]1([C@H:28]([NH2:30])[CH3:29])[C:27]2[C:22](=[CH:23][CH:24]=[CH:25][CH:26]=2)[CH:21]=[CH:20][CH:19]=1.C(=O)([O-])[O-].[K+].[K+].CN(C=O)C.